From a dataset of CYP2C9 inhibition data for predicting drug metabolism from PubChem BioAssay. Regression/Classification. Given a drug SMILES string, predict its absorption, distribution, metabolism, or excretion properties. Task type varies by dataset: regression for continuous measurements (e.g., permeability, clearance, half-life) or binary classification for categorical outcomes (e.g., BBB penetration, CYP inhibition). Dataset: cyp2c9_veith. (1) The molecule is CC[N+](CC)(CC)COc1ccc(/C=C\c2ccccc2)cc1. The result is 0 (non-inhibitor). (2) The drug is N#Cc1cccc(NC(=O)N2CC[C@@]3(CCCN(C(=O)c4ccncc4)C3)C2)c1. The result is 0 (non-inhibitor). (3) The molecule is O=C(Nc1cccc(F)c1)N1CC[C@@]2(CCCNC2)C1. The result is 0 (non-inhibitor). (4) The molecule is O=C1C2C3C=CC(C2C(=O)N1CN1CCOCC1)C1C2C(=O)N(CN4CCOCC4)C(=O)C2C31. The result is 0 (non-inhibitor). (5) The compound is c1csc(CNc2ccnc(-c3ccc4c(c3)OCO4)n2)c1. The result is 0 (non-inhibitor). (6) The molecule is N#CCCn1c(=O)c(-c2cccs2)nc2cnc(Nc3ccccc3)nc21. The result is 0 (non-inhibitor).